This data is from Catalyst prediction with 721,799 reactions and 888 catalyst types from USPTO. The task is: Predict which catalyst facilitates the given reaction. (1) Reactant: [F:1][C:2]1[CH:7]=[C:6]([I:8])[CH:5]=[CH:4][C:3]=1[NH:9][C:10]1[CH:11]=[N:12][CH:13]=[CH:14][C:15]=1[C:16]([N:18]1[CH2:21][C:20]([C@@H:23]2[CH2:28][CH2:27][CH2:26][CH2:25][N:24]2C(OC(C)(C)C)=O)([OH:22])[CH2:19]1)=[O:17].Cl.[O:37]1CCO[CH2:39][CH2:38]1. Product: [C:38]([O:22][C:20]1([C@@H:23]2[CH2:28][CH2:27][CH2:26][CH2:25][NH:24]2)[CH2:19][N:18]([C:16]([C:15]2[CH:14]=[CH:13][N:12]=[CH:11][C:10]=2[NH:9][C:3]2[CH:4]=[CH:5][C:6]([I:8])=[CH:7][C:2]=2[F:1])=[O:17])[CH2:21]1)(=[O:37])[CH3:39]. The catalyst class is: 5. (2) Reactant: C([O:5][C:6]([C:8]1[S:9][C:10]([CH2:13][CH2:14][CH2:15][N:16]([S:27]([C:30]2[CH:35]=[CH:34][CH:33]=[CH:32][C:31]=2[Cl:36])(=[O:29])=[O:28])[CH2:17][CH2:18][CH2:19][C:20]2[CH:25]=[CH:24][CH:23]=[C:22]([Cl:26])[CH:21]=2)=[CH:11][CH:12]=1)=[O:7])(C)(C)C. Product: [Cl:36][C:31]1[CH:32]=[CH:33][CH:34]=[CH:35][C:30]=1[S:27]([N:16]([CH2:17][CH2:18][CH2:19][C:20]1[CH:25]=[CH:24][CH:23]=[C:22]([Cl:26])[CH:21]=1)[CH2:15][CH2:14][CH2:13][C:10]1[S:9][C:8]([C:6]([OH:7])=[O:5])=[CH:12][CH:11]=1)(=[O:28])=[O:29]. The catalyst class is: 89.